Dataset: Retrosynthesis with 50K atom-mapped reactions and 10 reaction types from USPTO. Task: Predict the reactants needed to synthesize the given product. (1) Given the product OCCC=Cc1ccc(OCc2ccccc2)cc1, predict the reactants needed to synthesize it. The reactants are: O=Cc1ccc(OCc2ccccc2)cc1.OCCC[P+](c1ccccc1)(c1ccccc1)c1ccccc1. (2) Given the product C#CCNC(=O)c1ccc(C(F)(F)C(F)F)[nH]c1=O, predict the reactants needed to synthesize it. The reactants are: C#CCN.COC(=O)c1ccc(C(F)(F)C(F)F)[nH]c1=O. (3) The reactants are: C#Cc1cc(Cl)ccc1OCC(=O)OC(C)(C)C.CC(C)S(=O)(=O)c1ccc(F)c(Br)c1. Given the product CC(C)S(=O)(=O)c1ccc(F)c(C#Cc2cc(Cl)ccc2OCC(=O)OC(C)(C)C)c1, predict the reactants needed to synthesize it. (4) Given the product Cc1cc(F)cc([C@H](O)[C@@H]2CCCN(C(=O)OC(C)(C)C)C2)c1, predict the reactants needed to synthesize it. The reactants are: Cc1cc(F)cc(C(=O)[C@@H]2CCCN(C(=O)OC(C)(C)C)C2)c1. (5) Given the product O=C(c1ccc(O)cc1)C1CCN(CCc2c[nH]c3ccccc23)CC1, predict the reactants needed to synthesize it. The reactants are: BrCCc1c[nH]c2ccccc12.O=C(c1ccc(O)cc1)C1CCNCC1. (6) Given the product CCSc1cccnc1C#N, predict the reactants needed to synthesize it. The reactants are: CC[S-].N#Cc1ncccc1Br. (7) Given the product CS(=O)(=O)OCCCCC1=CC1, predict the reactants needed to synthesize it. The reactants are: CS(=O)(=O)Cl.OCCCCC1=CC1. (8) The reactants are: Cc1c(C=O)[nH]c2c1C(=O)N(CC(O)CN1CCOCC1)CCC2.O=C1Cc2cc(Br)ccc2N1. Given the product Cc1c(C=C2C(=O)Nc3ccc(Br)cc32)[nH]c2c1C(=O)N(CC(O)CN1CCOCC1)CCC2, predict the reactants needed to synthesize it. (9) Given the product CCCCCCCCCCCCCCC(C)(C)CC(=O)Oc1cc(C(=O)CNC(C)C)ccc1OC(=O)c1ccc(C)c(OC)c1Cl, predict the reactants needed to synthesize it. The reactants are: CCCCCCCCCCCCCCC(C)(C)CC(=O)Cl.COc1c(C)ccc(C(=O)Oc2ccc(C(=O)CNC(C)C)cc2O)c1Cl.